Dataset: Catalyst prediction with 721,799 reactions and 888 catalyst types from USPTO. Task: Predict which catalyst facilitates the given reaction. (1) Reactant: [F:1][C:2]([F:7])([F:6])[C:3]([OH:5])=[O:4].[N:8]1([C:14]2[CH:19]=[C:18]([C:20]3[CH:25]=[CH:24][CH:23]=[C:22]([C:26]([F:29])([F:28])[F:27])[CH:21]=3)[N:17]=[C:16]([C:30]#[N:31])[N:15]=2)[CH2:13][CH2:12][NH:11][CH2:10][CH2:9]1.C(N(C(C)C)CC)(C)C.Br[CH2:42][CH2:43][O:44][CH3:45].[N-]=C=O. Product: [F:1][C:2]([F:7])([F:6])[C:3]([OH:5])=[O:4].[CH3:45][O:44][CH2:43][CH2:42][N:11]1[CH2:10][CH2:9][N:8]([C:14]2[CH:19]=[C:18]([C:20]3[CH:25]=[CH:24][CH:23]=[C:22]([C:26]([F:27])([F:28])[F:29])[CH:21]=3)[N:17]=[C:16]([C:30]#[N:31])[N:15]=2)[CH2:13][CH2:12]1. The catalyst class is: 10. (2) Reactant: CCN(C(C)C)C(C)C.[CH:10]1([C@H:13]([NH2:15])[CH3:14])[CH2:12][CH2:11]1.[Cl:16][C:17]1[N:25]=[C:24]2[C:20]([N:21]([CH:26]([C:28]3[CH:33]=[CH:32][C:31]([Cl:34])=[CH:30][CH:29]=3)[CH3:27])[CH:22]=[N:23]2)=[C:19](Cl)[N:18]=1. Product: [Cl:16][C:17]1[N:25]=[C:24]2[C:20]([N:21]([CH:26]([C:28]3[CH:33]=[CH:32][C:31]([Cl:34])=[CH:30][CH:29]=3)[CH3:27])[CH:22]=[N:23]2)=[C:19]([NH:15][C@@H:13]([CH:10]2[CH2:12][CH2:11]2)[CH3:14])[N:18]=1. The catalyst class is: 8. (3) Reactant: [C:1]([O:6][CH2:7][CH2:8]O)(=[O:5])[C:2]([CH3:4])=[CH2:3].C(N(CC)CC)C.[C:17](Cl)(=[O:26])[CH:18]=[CH:19][C:20]1[CH:25]=[CH:24][CH:23]=[CH:22][CH:21]=1. Product: [C:1]([O:6][CH2:7][CH2:8][C:17](=[O:26])[CH:18]=[CH:19][C:20]1[CH:25]=[CH:24][CH:23]=[CH:22][CH:21]=1)(=[O:5])[C:2]([CH3:4])=[CH2:3]. The catalyst class is: 4. (4) Reactant: [Cl:1][C:2]1[N:6]([C:7]2[N:11]([CH3:12])[N:10]=[CH:9][C:8]=2[Cl:13])[CH:5]=[C:4]([C:14]([OH:16])=O)[CH:3]=1.[NH2:17][C@@H:18]([CH2:31][C:32]1[CH:37]=[CH:36][CH:35]=[C:34]([F:38])[CH:33]=1)[CH2:19][N:20]1[C:28](=[O:29])[C:27]2[C:22](=[CH:23][CH:24]=[CH:25][CH:26]=2)[C:21]1=[O:30].C(N(CC)C(C)C)(C)C.F[P-](F)(F)(F)(F)F.Br[P+](N1CCCC1)(N1CCCC1)N1CCCC1. The catalyst class is: 4. Product: [Cl:1][C:2]1[N:6]([C:7]2[N:11]([CH3:12])[N:10]=[CH:9][C:8]=2[Cl:13])[CH:5]=[C:4]([C:14]([NH:17][C@@H:18]([CH2:31][C:32]2[CH:37]=[CH:36][CH:35]=[C:34]([F:38])[CH:33]=2)[CH2:19][N:20]2[C:28](=[O:29])[C:27]3[C:22](=[CH:23][CH:24]=[CH:25][CH:26]=3)[C:21]2=[O:30])=[O:16])[CH:3]=1. (5) Reactant: [CH2:1]([C@@H:3]1[NH:9][CH2:8][C:7]2[CH:10]=[CH:11][C:12]([C:14]([O:16][CH3:17])=[O:15])=[CH:13][C:6]=2[O:5][CH2:4]1)[CH3:2].[H-].[Na+].Br[CH2:21][C:22]1[CH:27]=[CH:26][C:25]([O:28][CH3:29])=[CH:24][CH:23]=1. Product: [CH2:1]([C@@H:3]1[N:9]([CH2:21][C:22]2[CH:27]=[CH:26][C:25]([O:28][CH3:29])=[CH:24][CH:23]=2)[CH2:8][C:7]2[CH:10]=[CH:11][C:12]([C:14]([O:16][CH3:17])=[O:15])=[CH:13][C:6]=2[O:5][CH2:4]1)[CH3:2]. The catalyst class is: 1. (6) The catalyst class is: 12. Product: [Cl:55][C:53]1[CH:18]=[CH:19][C:14]([CH2:15][CH2:16][CH2:17][O:20][CH3:21])=[CH:11][C:10]=1[CH2:38][N:34]([CH:35]1[CH2:37][CH2:36]1)[C:33]([C@@H:10]1[C@@H:11]([C:14]2[CH:19]=[CH:18][C:17]([O:20][CH2:21][CH2:22][O:23][C:24]3[C:25]([Cl:32])=[CH:26][C:27]([CH3:31])=[CH:28][C:29]=3[Cl:30])=[CH:16][CH:15]=2)[CH2:12][CH2:13][NH:8][CH2:9]1)=[O:51]. Reactant: C(OC([N:8]1[CH2:13][CH2:12][C@H:11]([C:14]2[CH:19]=[CH:18][C:17]([O:20][CH2:21][CH2:22][O:23][C:24]3[C:29]([Cl:30])=[CH:28][C:27]([CH3:31])=[CH:26][C:25]=3[Cl:32])=[CH:16][CH:15]=2)[C@@H:10]([C:33](=[O:51])[N:34]([CH2:38]C2C=C(Cl)C=CC=2CCCOC)[CH:35]2[CH2:37][CH2:36]2)[CH2:9]1)=O)(C)(C)C.Cl.[CH2:53]([Cl:55])Cl.